Dataset: Peptide-MHC class I binding affinity with 185,985 pairs from IEDB/IMGT. Task: Regression. Given a peptide amino acid sequence and an MHC pseudo amino acid sequence, predict their binding affinity value. This is MHC class I binding data. (1) The peptide sequence is AEAEYEENKII. The MHC is H-2-Kk with pseudo-sequence H-2-Kk. The binding affinity (normalized) is 0.608. (2) The peptide sequence is LLYTANFTF. The MHC is HLA-B15:01 with pseudo-sequence HLA-B15:01. The binding affinity (normalized) is 0.918. (3) The peptide sequence is YVDRFYKTL. The MHC is HLA-B18:01 with pseudo-sequence HLA-B18:01. The binding affinity (normalized) is 0. (4) The peptide sequence is FMKSRVYSI. The MHC is HLA-A01:01 with pseudo-sequence HLA-A01:01. The binding affinity (normalized) is 0.0847. (5) The MHC is HLA-A02:12 with pseudo-sequence HLA-A02:12. The peptide sequence is NLKDEQFPV. The binding affinity (normalized) is 0.936. (6) The peptide sequence is VKSMILHEI. The MHC is HLA-A23:01 with pseudo-sequence HLA-A23:01. The binding affinity (normalized) is 0.126.